This data is from Forward reaction prediction with 1.9M reactions from USPTO patents (1976-2016). The task is: Predict the product of the given reaction. Given the reactants Cl[C:2]([O:4][CH2:5][CH2:6][O:7][CH2:8][C:9]1[CH:14]=[CH:13][CH:12]=[CH:11][CH:10]=1)=[O:3].[NH2:15][C:16]1[CH:17]=[C:18]([NH:36]C(=O)OCC2C=CC=CC=2)[CH:19]=[N:20][C:21]=1[S:22](=[O:35])(=[O:34])[NH:23][C:24]1[CH:25]=[CH:26][C:27]2[CH2:31][O:30][B:29]([OH:32])[C:28]=2[CH:33]=1, predict the reaction product. The product is: [NH2:36][C:18]1[CH:17]=[C:16]([NH:15][C:2](=[O:3])[O:4][CH2:5][CH2:6][O:7][CH2:8][C:9]2[CH:14]=[CH:13][CH:12]=[CH:11][CH:10]=2)[C:21]([S:22](=[O:34])(=[O:35])[NH:23][C:24]2[CH:25]=[CH:26][C:27]3[CH2:31][O:30][B:29]([OH:32])[C:28]=3[CH:33]=2)=[N:20][CH:19]=1.